This data is from Forward reaction prediction with 1.9M reactions from USPTO patents (1976-2016). The task is: Predict the product of the given reaction. (1) Given the reactants [NH2:1][C:2]1[CH:10]=[CH:9][CH:8]=[C:7]2[C:3]=1[C:4]([C:15]([N:17]1[CH2:22][CH2:21][CH:20]([C:23]3[CH:24]=[C:25]([CH:34]=[CH:35][C:36]=3[F:37])[CH2:26][NH:27][C:28](=[O:33])[C:29]([F:32])([F:31])[F:30])[CH2:19][CH2:18]1)=[O:16])=[CH:5][N:6]2[CH2:11][CH2:12][O:13][CH3:14].CCN(CC)CC.[N:45]1([C:51](Cl)=[O:52])[CH2:50][CH2:49][O:48][CH2:47][CH2:46]1, predict the reaction product. The product is: [F:37][C:36]1[CH:35]=[CH:34][C:25]([CH2:26][NH:27][C:28](=[O:33])[C:29]([F:31])([F:32])[F:30])=[CH:24][C:23]=1[CH:20]1[CH2:19][CH2:18][N:17]([C:15]([C:4]2[C:3]3[C:7](=[CH:8][CH:9]=[CH:10][C:2]=3[NH:1][C:51]([N:45]3[CH2:50][CH2:49][O:48][CH2:47][CH2:46]3)=[O:52])[N:6]([CH2:11][CH2:12][O:13][CH3:14])[CH:5]=2)=[O:16])[CH2:22][CH2:21]1. (2) Given the reactants [CH2:1]([NH:8][C:9]([NH:11][N:12]([CH2:14][C:15]([OH:17])=O)[CH3:13])=[O:10])[C:2]1[CH:7]=[CH:6][CH:5]=[CH:4][CH:3]=1.[NH2:18][C@H:19]([C:28]([N:30]([C@@H:42]([CH3:50])[CH:43]([O:47][CH2:48][CH3:49])[O:44][CH2:45][CH3:46])[CH2:31][C:32]1[C:41]2[C:36](=[CH:37][CH:38]=[CH:39][CH:40]=2)[CH:35]=[CH:34][CH:33]=1)=[O:29])[CH2:20][C:21]([O:23][C:24]([CH3:27])([CH3:26])[CH3:25])=[O:22], predict the reaction product. The product is: [CH2:1]([NH:8][C:9]([NH:11][N:12]([CH2:14][C:15]([NH:18][C@H:19]([C:28]([N:30]([C@@H:42]([CH3:50])[CH:43]([O:47][CH2:48][CH3:49])[O:44][CH2:45][CH3:46])[CH2:31][C:32]1[C:41]2[C:36](=[CH:37][CH:38]=[CH:39][CH:40]=2)[CH:35]=[CH:34][CH:33]=1)=[O:29])[CH2:20][C:21]([O:23][C:24]([CH3:27])([CH3:25])[CH3:26])=[O:22])=[O:17])[CH3:13])=[O:10])[C:2]1[CH:3]=[CH:4][CH:5]=[CH:6][CH:7]=1. (3) The product is: [CH3:51][C:15]1([CH3:14])[C:23]2[C:18](=[CH:19][CH:20]=[C:21]([C:24]3[CH:25]=[CH:26][C:27]([C:30]([F:31])([F:33])[F:32])=[CH:28][CH:29]=3)[CH:22]=2)[N:17]([CH2:34][CH2:35][O:36][C:37]2[CH:42]=[CH:41][C:40]([CH2:43][C:44]([O:46][CH2:47][CH3:48])=[O:45])=[CH:39][C:38]=2[F:49])[CH2:16]1. Given the reactants C1([SiH2]C2C=CC=CC=2)C=CC=CC=1.[CH3:14][C:15]1([CH3:51])[C:23]2[C:18](=[CH:19][CH:20]=[C:21]([C:24]3[CH:29]=[CH:28][C:27]([C:30]([F:33])([F:32])[F:31])=[CH:26][CH:25]=3)[CH:22]=2)[N:17]([C:34](=O)[CH2:35][O:36][C:37]2[CH:42]=[CH:41][C:40]([CH2:43][C:44]([O:46][CH2:47][CH3:48])=[O:45])=[CH:39][C:38]=2[F:49])[CH2:16]1, predict the reaction product.